Dataset: Peptide-MHC class I binding affinity with 185,985 pairs from IEDB/IMGT. Task: Regression. Given a peptide amino acid sequence and an MHC pseudo amino acid sequence, predict their binding affinity value. This is MHC class I binding data. (1) The binding affinity (normalized) is 0.876. The MHC is HLA-A02:01 with pseudo-sequence HLA-A02:01. The peptide sequence is ALQEAYYRA. (2) The peptide sequence is AFPTSCHM. The MHC is HLA-B08:01 with pseudo-sequence HLA-B08:01. The binding affinity (normalized) is 0.0295. (3) The peptide sequence is RYVKQESLM. The MHC is HLA-A02:01 with pseudo-sequence HLA-A02:01. The binding affinity (normalized) is 0. (4) The peptide sequence is GTGTHPTTA. The MHC is HLA-A69:01 with pseudo-sequence HLA-A69:01. The binding affinity (normalized) is 0.0339. (5) The peptide sequence is RPRPRTPEW. The MHC is HLA-B58:01 with pseudo-sequence HLA-B58:01. The binding affinity (normalized) is 0.213. (6) The peptide sequence is KEDPGDHIF. The MHC is HLA-A03:01 with pseudo-sequence HLA-A03:01. The binding affinity (normalized) is 0.0847. (7) The peptide sequence is PLFKRGWRL. The MHC is HLA-B46:01 with pseudo-sequence HLA-B46:01. The binding affinity (normalized) is 0.0847.